Predict which catalyst facilitates the given reaction. From a dataset of Catalyst prediction with 721,799 reactions and 888 catalyst types from USPTO. (1) Reactant: CS(C)=O.C(Cl)(=O)C(Cl)=O.[Cl:11][C:12]1[CH:20]=[CH:19][C:18]2[C:14](=[CH:15][N:16]([CH3:21])[N:17]=2)[C:13]=1[CH2:22][OH:23].C(N(CC)CC)C. Product: [Cl:11][C:12]1[CH:20]=[CH:19][C:18]2[C:14](=[CH:15][N:16]([CH3:21])[N:17]=2)[C:13]=1[CH:22]=[O:23]. The catalyst class is: 4. (2) Reactant: Cl.[C:2]([O:6][C:7]([N:9]1[CH2:15][CH2:14][C:13]2[C:16]([CH2:21][S:22]C(=N)N)=[C:17]([Cl:20])[CH:18]=[CH:19][C:12]=2[CH2:11][CH2:10]1)=[O:8])([CH3:5])([CH3:4])[CH3:3].[OH-].[Na+].OS([O-])(=O)=O.[K+]. Product: [C:2]([O:6][C:7]([N:9]1[CH2:15][CH2:14][C:13]2[C:16]([CH2:21][SH:22])=[C:17]([Cl:20])[CH:18]=[CH:19][C:12]=2[CH2:11][CH2:10]1)=[O:8])([CH3:5])([CH3:3])[CH3:4]. The catalyst class is: 38.